Dataset: Full USPTO retrosynthesis dataset with 1.9M reactions from patents (1976-2016). Task: Predict the reactants needed to synthesize the given product. Given the product [F:34][C:35]1([F:40])[CH2:39][CH2:38][N:37]([C:12]2[N:11]=[C:10]([F:22])[C:9]3[O:8][C:5]4[C:4]([C@@:15]5([CH2:19][O:18][C:17]([NH2:20])=[N:16]5)[C:14]=3[CH:13]=2)=[CH:3][C:2]([C:29]2[C:24]([F:23])=[N:25][CH:26]=[CH:27][CH:28]=2)=[CH:7][CH:6]=4)[CH2:36]1, predict the reactants needed to synthesize it. The reactants are: Br[C:2]1[CH:3]=[C:4]2[C@@:15]3([CH2:19][O:18][C:17]([NH2:20])=[N:16]3)[C:14]3[CH:13]=[C:12](Cl)[N:11]=[C:10]([F:22])[C:9]=3[O:8][C:5]2=[CH:6][CH:7]=1.[F:23][C:24]1[C:29](B(O)O)=[CH:28][CH:27]=[CH:26][N:25]=1.Cl.[F:34][C:35]1([F:40])[CH2:39][CH2:38][NH:37][CH2:36]1.